Task: Predict the reaction yield, written as a fraction of the theoretical maximum amount of product (1.0 means a 100% yield; for example, 0.34 means a 34% yield).. Dataset: Reaction yield outcomes from USPTO patents with 853,638 reactions (1) The reactants are [Cl:1][C:2]1[CH:7]=[CH:6][C:5]([C:8]2[C:12]3[CH2:13][N:14]([C:17](=[O:23])[CH2:18][O:19]C(=O)C)[CH2:15][CH2:16][C:11]=3[N:10]([CH2:24][CH2:25][CH2:26][N:27]3[CH2:32][CH2:31][O:30][CH2:29][CH2:28]3)[N:9]=2)=[CH:4][C:3]=1[C:33]#[C:34][C:35]1[CH:40]=[CH:39][C:38]([Cl:41])=[CH:37][CH:36]=1.[OH-].[Na+]. The catalyst is CO.O. The product is [Cl:1][C:2]1[CH:7]=[CH:6][C:5]([C:8]2[C:12]3[CH2:13][N:14]([C:17](=[O:23])[CH2:18][OH:19])[CH2:15][CH2:16][C:11]=3[N:10]([CH2:24][CH2:25][CH2:26][N:27]3[CH2:32][CH2:31][O:30][CH2:29][CH2:28]3)[N:9]=2)=[CH:4][C:3]=1[C:33]#[C:34][C:35]1[CH:36]=[CH:37][C:38]([Cl:41])=[CH:39][CH:40]=1. The yield is 0.640. (2) The reactants are [S:1]([C:21]1[CH:26]=C(C2C(Cl)=CC(C(F)(F)F)=CC=2Cl)C=C[C:22]=1C)[C:2]1[CH:7]=[C:6]([C:8]2[C:13]([Cl:14])=[CH:12][C:11]([C:15]([F:18])([F:17])[F:16])=[CH:10][C:9]=2[Cl:19])[CH:5]=[CH:4][C:3]=1[CH3:20].C(S([O-])=O)O.[Na+].C(I)(C)C.O. The catalyst is CN(C)C=O. The product is [CH:21]([S:1][C:2]1[CH:7]=[C:6]([C:8]2[C:9]([Cl:19])=[CH:10][C:11]([C:15]([F:18])([F:16])[F:17])=[CH:12][C:13]=2[Cl:14])[CH:5]=[CH:4][C:3]=1[CH3:20])([CH3:26])[CH3:22]. The yield is 0.380.